Dataset: Full USPTO retrosynthesis dataset with 1.9M reactions from patents (1976-2016). Task: Predict the reactants needed to synthesize the given product. (1) The reactants are: Br[C:2]1[S:3][C:4]([CH3:7])=[N:5][N:6]=1.CC1(C)C(C)(C)OB(C2[CH:17]=[C:18]3[C:23](=[C:24]([O:26][CH2:27][O:28][CH2:29][CH2:30][Si:31]([CH3:34])([CH3:33])[CH3:32])[CH:25]=2)[N:22]=[CH:21][N:20]([CH2:35][O:36][CH2:37][CH2:38][Si:39]([CH3:42])([CH3:41])[CH3:40])[C:19]3=[O:43])O1.[C:45](=O)([O-])[O-].[K+].[K+].O. Given the product [CH3:45][C:2]1[S:3][C:4]([C:7]2[CH:17]=[C:18]3[C:23](=[C:24]([O:26][CH2:27][O:28][CH2:29][CH2:30][Si:31]([CH3:32])([CH3:33])[CH3:34])[CH:25]=2)[N:22]=[CH:21][N:20]([CH2:35][O:36][CH2:37][CH2:38][Si:39]([CH3:41])([CH3:40])[CH3:42])[C:19]3=[O:43])=[N:5][N:6]=1, predict the reactants needed to synthesize it. (2) Given the product [F:1][C:2]1[CH:10]=[C:9]([OH:11])[C:8]([CH:20]([CH3:27])[CH3:21])=[CH:7][C:3]=1[C:4]([OH:6])=[O:5], predict the reactants needed to synthesize it. The reactants are: [F:1][C:2]1[CH:10]=[C:9]([O:11]C)[C:8](OC(C)C)=[CH:7][C:3]=1[C:4]([OH:6])=[O:5].[I-].[Li+].N1C(C)=CC(C)=[CH:21][C:20]=1[CH3:27]. (3) Given the product [C:48]([NH:52][S:53]([CH2:56][CH2:57][C:58]1[CH:63]=[CH:62][C:61]([NH:64][C:16]([C:5]2[N:6]([CH2:8][O:9][CH2:10][CH2:11][Si:12]([CH3:13])([CH3:14])[CH3:15])[CH:7]=[C:3]([C:1]#[N:2])[N:4]=2)=[O:18])=[C:60]([C:65]2[CH2:70][CH2:69][CH2:68][CH2:67][CH:66]=2)[CH:59]=1)(=[O:54])=[O:55])([CH3:51])([CH3:49])[CH3:50], predict the reactants needed to synthesize it. The reactants are: [C:1]([C:3]1[N:4]=[C:5]([C:16]([OH:18])=O)[N:6]([CH2:8][O:9][CH2:10][CH2:11][Si:12]([CH3:15])([CH3:14])[CH3:13])[CH:7]=1)#[N:2].[K+].C(C1N=C(C([O-])=O)N(COCC[Si](C)(C)C)C=1)#N.N1C=CC=CC=1.O=S(Cl)Cl.[C:48]([NH:52][S:53]([CH2:56][CH2:57][C:58]1[CH:63]=[CH:62][C:61]([NH2:64])=[C:60]([C:65]2[CH2:70][CH2:69][CH2:68][CH2:67][CH:66]=2)[CH:59]=1)(=[O:55])=[O:54])([CH3:51])([CH3:50])[CH3:49].